This data is from Catalyst prediction with 721,799 reactions and 888 catalyst types from USPTO. The task is: Predict which catalyst facilitates the given reaction. (1) Reactant: [C:1]([C:3]1[CH:4]=[C:5]([C:16](=[O:28])[C:17]2[CH:22]=[CH:21][C:20]([N:23]3[CH:27]=[CH:26][N:25]=[CH:24]3)=[CH:19][CH:18]=2)[N:6]2[C:15]3[C:10](=[CH:11][CH:12]=[CH:13][CH:14]=3)[CH:9]=[CH:8][C:7]=12)#[N:2].[BH4-].[Na+]. Product: [C:1]([C:3]1[CH:4]=[C:5]([CH:16]([OH:28])[C:17]2[CH:18]=[CH:19][C:20]([N:23]3[CH:27]=[CH:26][N:25]=[CH:24]3)=[CH:21][CH:22]=2)[N:6]2[C:15]3[C:10](=[CH:11][CH:12]=[CH:13][CH:14]=3)[CH:9]=[CH:8][C:7]=12)#[N:2]. The catalyst class is: 254. (2) Reactant: [CH3:1][C:2]1[N:21]=[CH:20][CH:19]=[CH:18][C:3]=1[C:4]([NH:6][C:7]1[CH:12]=[CH:11][C:10]([CH2:13][C:14]([O:16][CH3:17])=[O:15])=[CH:9][CH:8]=1)=O.COC1C=CC(P2(SP(C3C=CC(OC)=CC=3)(=S)S2)=[S:31])=CC=1. Product: [CH3:1][C:2]1[C:3]([C:4](=[S:31])[NH:6][C:7]2[CH:12]=[CH:11][C:10]([CH2:13][C:14]([O:16][CH3:17])=[O:15])=[CH:9][CH:8]=2)=[CH:18][CH:19]=[CH:20][N:21]=1. The catalyst class is: 11. (3) The catalyst class is: 55. Reactant: [Cl:1][C:2]1[CH:28]=[CH:27][C:5]2[C:6](=[O:26])[N:7]=[C:8]([C:10]3[CH:15]=[C:14]([CH2:16][CH2:17][C:18]([O:20]C(C)(C)C)=[O:19])[CH:13]=[C:12]([CH3:25])[N:11]=3)[S:9][C:4]=2[CH:3]=1. Product: [Cl:1][C:2]1[CH:28]=[CH:27][C:5]2[C:6](=[O:26])[N:7]=[C:8]([C:10]3[CH:15]=[C:14]([CH2:16][CH2:17][C:18]([OH:20])=[O:19])[CH:13]=[C:12]([CH3:25])[N:11]=3)[S:9][C:4]=2[CH:3]=1.